Dataset: CYP2C19 inhibition data for predicting drug metabolism from PubChem BioAssay. Task: Regression/Classification. Given a drug SMILES string, predict its absorption, distribution, metabolism, or excretion properties. Task type varies by dataset: regression for continuous measurements (e.g., permeability, clearance, half-life) or binary classification for categorical outcomes (e.g., BBB penetration, CYP inhibition). Dataset: cyp2c19_veith. (1) The drug is O=C(O)[C@H]1[C@H]2CC(=O)[C@H](C2=O)[C@H]1C(=O)O. The result is 0 (non-inhibitor). (2) The result is 0 (non-inhibitor). The compound is CCSC(=N)N.